From a dataset of Catalyst prediction with 721,799 reactions and 888 catalyst types from USPTO. Predict which catalyst facilitates the given reaction. (1) Reactant: [CH2:1]([N:3]1[C:12]2[C:7](=[CH:8][C:9]([N+:13]([O-])=O)=[CH:10][CH:11]=2)[C:6](=[O:16])[N:5]([CH2:17][C:18]([N:20]([CH3:22])[CH3:21])=[O:19])[C:4]1=[O:23])[CH3:2].[H][H]. Product: [NH2:13][C:9]1[CH:8]=[C:7]2[C:12](=[CH:11][CH:10]=1)[N:3]([CH2:1][CH3:2])[C:4](=[O:23])[N:5]([CH2:17][C:18]([N:20]([CH3:22])[CH3:21])=[O:19])[C:6]2=[O:16]. The catalyst class is: 78. (2) Reactant: O[CH2:2][C:3]1[C:8]2[C:9]([O:31][CH3:32])=[N:10][N:11]([C:12]([C:25]3[CH:30]=[CH:29][CH:28]=[CH:27][CH:26]=3)([C:19]3[CH:24]=[CH:23][CH:22]=[CH:21][CH:20]=3)[C:13]3[CH:18]=[CH:17][CH:16]=[CH:15][CH:14]=3)[C:7]=2[CH:6]=[C:5]([NH:33][C:34]([NH:36][C@@H:37]([C:39]2[CH:44]=[CH:43][CH:42]=[CH:41][CH:40]=2)[CH3:38])=[O:35])[N:4]=1.S(Cl)([Cl:47])=O. Product: [Cl:47][CH2:2][C:3]1[C:8]2[C:9]([O:31][CH3:32])=[N:10][N:11]([C:12]([C:25]3[CH:30]=[CH:29][CH:28]=[CH:27][CH:26]=3)([C:19]3[CH:24]=[CH:23][CH:22]=[CH:21][CH:20]=3)[C:13]3[CH:18]=[CH:17][CH:16]=[CH:15][CH:14]=3)[C:7]=2[CH:6]=[C:5]([NH:33][C:34]([NH:36][C@@H:37]([C:39]2[CH:44]=[CH:43][CH:42]=[CH:41][CH:40]=2)[CH3:38])=[O:35])[N:4]=1. The catalyst class is: 2. (3) Reactant: C[O:2][C:3](=[O:17])[C:4]1[CH:9]=[CH:8][C:7]([CH3:10])=[CH:6][C:5]=1[C:11]1[CH:16]=[CH:15][CH:14]=[CH:13][CH:12]=1.[OH-].[Na+]. Product: [CH3:10][C:7]1[CH:8]=[CH:9][C:4]([C:3]([OH:17])=[O:2])=[C:5]([C:11]2[CH:16]=[CH:15][CH:14]=[CH:13][CH:12]=2)[CH:6]=1. The catalyst class is: 5. (4) Reactant: [Br:1][C:2]1[CH:3]=[C:4]2[C:8](=[CH:9][CH:10]=1)[NH:7][CH:6]=[C:5]2[CH:11]=[O:12].[H-].[Na+].[CH3:15][O:16][C:17]1[CH:22]=[CH:21][C:20]([S:23](Cl)(=[O:25])=[O:24])=[CH:19][C:18]=1[N:27]1[CH2:32][CH2:31][N:30]([C:33](=[O:38])[C:34]([Cl:37])([Cl:36])[Cl:35])[CH2:29][CH2:28]1. Product: [Br:1][C:2]1[CH:3]=[C:4]2[C:8](=[CH:9][CH:10]=1)[N:7]([S:23]([C:20]1[CH:21]=[CH:22][C:17]([O:16][CH3:15])=[C:18]([N:27]3[CH2:32][CH2:31][N:30]([C:33](=[O:38])[C:34]([Cl:37])([Cl:35])[Cl:36])[CH2:29][CH2:28]3)[CH:19]=1)(=[O:25])=[O:24])[CH:6]=[C:5]2[CH:11]=[O:12]. The catalyst class is: 1. (5) Reactant: [CH3:1][C:2]1[CH:7]=[CH:6][C:5]([C:8](=[O:10])[CH3:9])=[CH:4][C:3]=1[N+:11]([O-])=O.[NH4+].[Cl-]. Product: [NH2:11][C:3]1[CH:4]=[C:5]([C:8](=[O:10])[CH3:9])[CH:6]=[CH:7][C:2]=1[CH3:1]. The catalyst class is: 190. (6) Reactant: [F:1][C:2]([F:5])(O)[CH3:3].C(P(CCCC)CCCC)CCC.CC(OC(/N=N/C(OC(C)C)=O)=O)C.[CH3:33][O:34][C:35]1[CH:36]=[C:37]([CH:59]=[CH:60][C:61]=1[O:62][CH3:63])[CH2:38][N:39]1[C:48](=[O:49])[C:47]2[C:42](=[CH:43][C:44]([F:51])=[C:45]([OH:50])[CH:46]=2)[N:41]([CH:52]2[CH2:57][CH2:56][O:55][CH2:54][CH2:53]2)[C:40]1=[O:58]. Product: [F:1][CH:2]([F:5])[CH2:3][O:50][C:45]1[CH:46]=[C:47]2[C:42](=[CH:43][C:44]=1[F:51])[N:41]([CH:52]1[CH2:57][CH2:56][O:55][CH2:54][CH2:53]1)[C:40](=[O:58])[N:39]([CH2:38][C:37]1[CH:59]=[CH:60][C:61]([O:62][CH3:63])=[C:35]([O:34][CH3:33])[CH:36]=1)[C:48]2=[O:49]. The catalyst class is: 1.